From a dataset of Peptide-MHC class II binding affinity with 134,281 pairs from IEDB. Regression. Given a peptide amino acid sequence and an MHC pseudo amino acid sequence, predict their binding affinity value. This is MHC class II binding data. The peptide sequence is GELQIVDKIDAWFKI. The MHC is DRB1_0701 with pseudo-sequence DRB1_0701. The binding affinity (normalized) is 0.668.